This data is from Reaction yield outcomes from USPTO patents with 853,638 reactions. The task is: Predict the reaction yield, written as a fraction of the theoretical maximum amount of product (1.0 means a 100% yield; for example, 0.34 means a 34% yield). (1) The reactants are [CH3:1][C:2]1[C:7]([C:8]2[CH:13]=[CH:12][CH:11]=[CH:10][C:9]=2[C:14]([F:17])([F:16])[F:15])=[N:6][N:5]2[C:18]([C:21](O)=[O:22])=[CH:19][N:20]=[C:4]2[C:3]=1[CH3:24].[CH3:25][C:26]1([CH3:40])[O:30][C@@H:29]([CH2:31][O:32][C:33]2[N:38]=[C:37]([NH2:39])[CH:36]=[CH:35][CH:34]=2)[CH2:28][O:27]1. No catalyst specified. The product is [CH3:25][C:26]1([CH3:40])[O:30][C@@H:29]([CH2:31][O:32][C:33]2[N:38]=[C:37]([NH:39][C:21]([C:18]3[N:5]4[N:6]=[C:7]([C:8]5[CH:13]=[CH:12][CH:11]=[CH:10][C:9]=5[C:14]([F:16])([F:15])[F:17])[C:2]([CH3:1])=[C:3]([CH3:24])[C:4]4=[N:20][CH:19]=3)=[O:22])[CH:36]=[CH:35][CH:34]=2)[CH2:28][O:27]1. The yield is 0.810. (2) The reactants are [CH3:1][N:2]1[CH2:7][CH:6]2[CH2:8][CH2:9][C:3]1([CH:10]=O)[CH2:4][CH2:5]2.[CH3:12][C:13]([S:16]([NH2:18])=[O:17])([CH3:15])[CH3:14]. The catalyst is O1CCCC1.C(O[Ti](OCC)(OCC)OCC)C. The product is [CH3:12][C:13]([S:16](/[N:18]=[CH:10]/[C:3]12[CH2:9][CH2:8][CH:6]([CH2:5][CH2:4]1)[CH2:7][N:2]2[CH3:1])=[O:17])([CH3:15])[CH3:14]. The yield is 0.630.